From a dataset of Reaction yield outcomes from USPTO patents with 853,638 reactions. Predict the reaction yield, written as a fraction of the theoretical maximum amount of product (1.0 means a 100% yield; for example, 0.34 means a 34% yield). (1) The reactants are [CH2:1]([NH2:3])[CH3:2].[C:4]([NH:7][C:8]1[CH:13]=[CH:12][C:11]([S:14](Cl)(=[O:16])=[O:15])=[CH:10][CH:9]=1)(=[O:6])[CH3:5]. The catalyst is O1CCOCC1. The product is [CH2:1]([NH:3][S:14]([C:11]1[CH:10]=[CH:9][C:8]([NH:7][C:4](=[O:6])[CH3:5])=[CH:13][CH:12]=1)(=[O:16])=[O:15])[CH3:2]. The yield is 0.480. (2) The reactants are [F:1][C:2]1[C:11]([CH2:12][C:13]2[N:17]3[N:18]=[C:19]([C:22](=O)[CH3:23])[CH:20]=[CH:21][C:16]3=[N:15][N:14]=2)=[C:10]([F:25])[CH:9]=[C:8]2[C:3]=1[CH:4]=[C:5]([N:26]1[CH2:31][CH2:30][O:29][CH2:28][CH2:27]1)[CH:6]=[N:7]2.Cl.[NH2:33][OH:34]. The catalyst is CO.Cl. The product is [F:1][C:2]1[C:11]([CH2:12][C:13]2[N:17]3[N:18]=[C:19](/[C:22](=[N:33]/[OH:34])/[CH3:23])[CH:20]=[CH:21][C:16]3=[N:15][N:14]=2)=[C:10]([F:25])[CH:9]=[C:8]2[C:3]=1[CH:4]=[C:5]([N:26]1[CH2:31][CH2:30][O:29][CH2:28][CH2:27]1)[CH:6]=[N:7]2. The yield is 0.530. (3) The reactants are COC1C=C(OC)C=CC=1C[NH:6][S:7]([C:10]1[CH:15]=[CH:14][C:13]([O:16][C@H:17]2[CH2:21][CH2:20][CH2:19][C@@H:18]2[C:22]2[N:26]([CH3:27])[N:25]=[CH:24][CH:23]=2)=[C:12]([F:28])[CH:11]=1)(=[O:9])=[O:8].C([SiH](CC)CC)C.FC(F)(F)C(O)=O. The catalyst is ClCCl. The product is [F:28][C:12]1[CH:11]=[C:10]([S:7]([NH2:6])(=[O:8])=[O:9])[CH:15]=[CH:14][C:13]=1[O:16][C@H:17]1[CH2:21][CH2:20][CH2:19][C@@H:18]1[C:22]1[N:26]([CH3:27])[N:25]=[CH:24][CH:23]=1. The yield is 0.940. (4) The reactants are [OH:1][C@H:2]1[CH2:5][C@H:4]([N:6]2[C:11](=[O:12])[C:10]([CH2:13][C:14]3[CH:19]=[CH:18][C:17]([C:20]4[C:21]([C:26]#[N:27])=[CH:22][CH:23]=[CH:24][CH:25]=4)=[CH:16][CH:15]=3)=[C:9]([CH2:28][CH2:29][CH3:30])[N:8]3[N:31]=[CH:32][N:33]=[C:7]23)[CH2:3]1.FC(F)(F)S(O[Si](C(C)(C)C)(C)C)(=O)=O.[N:49]1C(C)=CC=CC=1C.[Cl-].O[NH3+].[C:60](=[O:63])([O-])[OH:61].[Na+]. The catalyst is C(OCC)(=O)C.CS(C)=O.O1CCCC1. The product is [OH:1][C@H:2]1[CH2:5][C@H:4]([N:6]2[C:11](=[O:12])[C:10]([CH2:13][C:14]3[CH:15]=[CH:16][C:17]([C:20]4[CH:25]=[CH:24][CH:23]=[CH:22][C:21]=4[C:26]4[NH:49][C:60](=[O:63])[O:61][N:27]=4)=[CH:18][CH:19]=3)=[C:9]([CH2:28][CH2:29][CH3:30])[N:8]3[N:31]=[CH:32][N:33]=[C:7]23)[CH2:3]1. The yield is 0.410. (5) The reactants are [F:1][CH:2]([F:31])[CH2:3][NH:4][C:5]([C:7]1[CH:12]=[CH:11][C:10]([C:13]2[CH:14]=[CH:15][C:16]3[O:22][CH2:21][CH2:20][N:19](C(OC(C)(C)C)=O)[CH2:18][C:17]=3[CH:30]=2)=[CH:9][CH:8]=1)=[O:6].[ClH:32]. The catalyst is CO. The product is [ClH:32].[F:31][CH:2]([F:1])[CH2:3][NH:4][C:5](=[O:6])[C:7]1[CH:8]=[CH:9][C:10]([C:13]2[CH:14]=[CH:15][C:16]3[O:22][CH2:21][CH2:20][NH:19][CH2:18][C:17]=3[CH:30]=2)=[CH:11][CH:12]=1. The yield is 0.800. (6) The reactants are Cl.C(OCC)(=O)C.C([O:12][C:13]1[C:14]([CH2:19][N:20]2[CH2:25][CH2:24][CH:23]([C:26](=[O:38])[CH2:27][C:28]3[CH:33]=[CH:32][CH:31]=[CH:30][C:29]=3[C:34]([F:37])([F:36])[F:35])[CH2:22][CH2:21]2)=[N:15][CH:16]=[CH:17][N:18]=1)(C)(C)C.[OH-].[Na+]. The catalyst is ClCCl. The product is [F:37][C:34]([F:35])([F:36])[C:29]1[CH:30]=[CH:31][CH:32]=[CH:33][C:28]=1[CH2:27][C:26]([CH:23]1[CH2:22][CH2:21][N:20]([CH2:19][C:14]2[C:13](=[O:12])[NH:18][CH:17]=[CH:16][N:15]=2)[CH2:25][CH2:24]1)=[O:38]. The yield is 0.710. (7) The reactants are Cl.[C:2]1(=[O:12])[C:6]2([CH2:11][CH2:10][CH2:9][NH:8][CH2:7]2)[CH2:5][CH2:4][O:3]1.C(N(CC)CC)C.[F:20][C:21]([F:33])([F:32])[C:22]1[CH:27]=[CH:26][C:25]([S:28](Cl)(=[O:30])=[O:29])=[CH:24][CH:23]=1. The catalyst is ClCCl.O. The product is [F:33][C:21]([F:20])([F:32])[C:22]1[CH:23]=[CH:24][C:25]([S:28]([N:8]2[CH2:9][CH2:10][CH2:11][C:6]3([C:2](=[O:12])[O:3][CH2:4][CH2:5]3)[CH2:7]2)(=[O:30])=[O:29])=[CH:26][CH:27]=1. The yield is 0.390. (8) The reactants are [Br:1][C:2]1[CH:3]=[C:4]([CH:7]=O)[S:5][CH:6]=1.N1CCCCC1.C(O)(=O)[CH2:16][C:17]([OH:19])=[O:18]. The catalyst is N1C=CC=CC=1. The product is [Br:1][C:2]1[CH:3]=[C:4](/[CH:7]=[CH:16]/[C:17]([OH:19])=[O:18])[S:5][CH:6]=1. The yield is 1.00.